This data is from Retrosynthesis with 50K atom-mapped reactions and 10 reaction types from USPTO. The task is: Predict the reactants needed to synthesize the given product. (1) Given the product CCOC(=O)c1sc(-c2cnc(Nc3ccc(F)c(Cl)c3)nc2NCCCOC)nc1-c1ccccc1, predict the reactants needed to synthesize it. The reactants are: CCOC(=O)C(Br)C(=O)c1ccccc1.COCCCNc1nc(Nc2ccc(F)c(Cl)c2)ncc1C(N)=S. (2) Given the product CC(=O)c1ccc(N2CCN(Cc3ccccc3)CC2)cc1, predict the reactants needed to synthesize it. The reactants are: CC(=O)c1ccc(N2CCNCC2)cc1.O=Cc1ccccc1.